From a dataset of Peptide-MHC class I binding affinity with 185,985 pairs from IEDB/IMGT. Regression. Given a peptide amino acid sequence and an MHC pseudo amino acid sequence, predict their binding affinity value. This is MHC class I binding data. The peptide sequence is WTDLFDNKV. The MHC is HLA-B51:01 with pseudo-sequence HLA-B51:01. The binding affinity (normalized) is 0.0847.